The task is: Predict the reaction yield, written as a fraction of the theoretical maximum amount of product (1.0 means a 100% yield; for example, 0.34 means a 34% yield).. This data is from Reaction yield outcomes from USPTO patents with 853,638 reactions. (1) The product is [CH2:40]([O:39][CH:4]([O:3][CH2:1][CH3:2])[C:5]1[CH:10]=[CH:9][C:8]([CH:11]2[NH:12][C:13]3[C:18]4[C:19](=[N:85][NH:86][C:35](=[O:36])[C:17]=4[CH:16]=[CH:15][CH:14]=3)[CH:20]2[C:21]2[CH:26]=[CH:25][C:24]([CH:27]([O:31][CH2:32][CH3:33])[O:28][CH2:29][CH3:30])=[CH:23][CH:22]=2)=[CH:7][CH:6]=1)[CH3:41]. The yield is 0.520. The reactants are [CH2:1]([O:3][CH:4]([O:39][CH2:40][CH3:41])[C:5]1[CH:10]=[CH:9][C:8]([CH:11]2[CH:20]([C:21]3[CH:26]=[CH:25][C:24]([CH:27]([O:31][CH2:32][CH3:33])[O:28][CH2:29][CH3:30])=[CH:23][CH:22]=3)[C:19](=O)[C:18]3[C:17]([C:35](OC)=[O:36])=[CH:16][CH:15]=[CH:14][C:13]=3[NH:12]2)=[CH:7][CH:6]=1)[CH3:2].C(OC(OCC)C1C=CC(C2C(C3C=CC(C(OCC)OCC)=CC=3)C(=O)C3C(C(OCC)=O)=CC=CC=3N2)=CC=1)C.O.[NH2:85][NH2:86]. The catalyst is CO. (2) The reactants are [CH3:1][C:2]1([CH3:15])[CH2:13][C:12]2[CH:11]=[C:10]3[N:5]([CH2:6][CH2:7][NH:8][C:9]3=[O:14])[C:4]=2[CH2:3]1.[C:16]([O:19][CH2:20][C:21]1[C:26]([Br:27])=[CH:25][CH:24]=[CH:23][C:22]=1Br)(=[O:18])[CH3:17]. The product is [C:16]([O:19][CH2:20][C:21]1[C:22]([N:8]2[CH2:7][CH2:6][N:5]3[C:10](=[CH:11][C:12]4[CH2:13][C:2]([CH3:15])([CH3:1])[CH2:3][C:4]=43)[C:9]2=[O:14])=[CH:23][CH:24]=[CH:25][C:26]=1[Br:27])(=[O:18])[CH3:17]. The yield is 0.320. The catalyst is [Cu]I.COCCOC. (3) The reactants are [Br:1][C:2]1[CH:3]=[C:4]2[C:8](=[C:9]([C:11]([OH:13])=O)[CH:10]=1)[N:7]([CH3:14])[CH:6]=[C:5]2[CH:15]([CH3:17])[CH3:16].[NH2:18][CH2:19][C:20]1[C:21](=[O:28])[NH:22][C:23]([CH3:27])=[CH:24][C:25]=1[CH3:26].C1C=NC2N(O)N=NC=2C=1.CN1CCOCC1.C(Cl)CCl. The catalyst is CN(C=O)C. The product is [Br:1][C:2]1[CH:3]=[C:4]2[C:8](=[C:9]([C:11]([NH:18][CH2:19][C:20]3[C:21](=[O:28])[NH:22][C:23]([CH3:27])=[CH:24][C:25]=3[CH3:26])=[O:13])[CH:10]=1)[N:7]([CH3:14])[CH:6]=[C:5]2[CH:15]([CH3:17])[CH3:16]. The yield is 0.431. (4) The reactants are O[CH2:2][CH2:3][NH:4][S:5]([C:8]1[CH:13]=[CH:12][C:11]([C:14]2[C:15]3[C:16]4[CH:29]=[CH:28][S:27][C:17]=4[C:18](=[O:26])[NH:19][C:20]=3[CH:21]=[CH:22][C:23]=2[O:24]C)=[CH:10][CH:9]=1)(=[O:7])=[O:6].[Br:30]B(Br)Br. No catalyst specified. The product is [Br:30][CH2:2][CH2:3][NH:4][S:5]([C:8]1[CH:13]=[CH:12][C:11]([C:14]2[C:15]3[C:16]4[CH:29]=[CH:28][S:27][C:17]=4[C:18](=[O:26])[NH:19][C:20]=3[CH:21]=[CH:22][C:23]=2[OH:24])=[CH:10][CH:9]=1)(=[O:7])=[O:6]. The yield is 0.910. (5) The reactants are Br[C:2]1[CH:3]=[C:4]([C:7]([NH2:9])=[O:8])[O:5][CH:6]=1.[B:10]1([B:10]2[O:14][C:13]([CH3:16])([CH3:15])[C:12]([CH3:18])([CH3:17])[O:11]2)[O:14][C:13]([CH3:16])([CH3:15])[C:12]([CH3:18])([CH3:17])[O:11]1.CC([O-])=O.[K+]. The catalyst is O1CCOCC1. The product is [CH3:17][C:12]1([CH3:18])[C:13]([CH3:16])([CH3:15])[O:14][B:10]([C:2]2[CH:3]=[C:4]([C:7]([NH2:9])=[O:8])[O:5][CH:6]=2)[O:11]1. The yield is 0.660.